Dataset: Reaction yield outcomes from USPTO patents with 853,638 reactions. Task: Predict the reaction yield, written as a fraction of the theoretical maximum amount of product (1.0 means a 100% yield; for example, 0.34 means a 34% yield). (1) The reactants are [OH:1][C:2]1[CH:7]=[CH:6][C:5]([C:8]2[CH:9]([NH:14][S:15]([CH:18]([CH3:20])[CH3:19])(=[O:17])=[O:16])[CH2:10][CH2:11][CH2:12][CH:13]=2)=[CH:4][CH:3]=1.[F:21][C:22]1[CH:23]=[C:24]([CH:27]=[C:28]([F:30])[CH:29]=1)[CH2:25]Br.C(=O)([O-])[O-].[K+].[K+]. The catalyst is CC(C)=O. The product is [F:21][C:22]1[CH:23]=[C:24]([CH2:25][O:1][C:2]2[CH:3]=[CH:4][C:5]([C:8]3[CH:9]([NH:14][S:15]([CH:18]([CH3:20])[CH3:19])(=[O:17])=[O:16])[CH2:10][CH2:11][CH2:12][CH:13]=3)=[CH:6][CH:7]=2)[CH:27]=[C:28]([F:30])[CH:29]=1. The yield is 0.580. (2) The catalyst is C(Cl)Cl.O1CCOCC1. The reactants are [CH3:1][C:2]1[CH:7]=[C:6]([N+:8]([O-:10])=[O:9])[C:5]([O:11][CH3:12])=[CH:4][C:3]=1[N:13]1[CH2:19][CH2:18][CH2:17][N:16]([C:20](OC(C)(C)C)=O)[CH2:15][CH2:14]1.C(O)(C(F)(F)F)=O.[CH3:34][S:35]([CH:38]=C)(=[O:37])=[O:36]. The yield is 0.980. The product is [CH3:1][C:2]1[CH:7]=[C:6]([N+:8]([O-:10])=[O:9])[C:5]([O:11][CH3:12])=[CH:4][C:3]=1[N:13]1[CH2:19][CH2:18][CH2:17][N:16]([CH2:20][CH2:34][S:35]([CH3:38])(=[O:37])=[O:36])[CH2:15][CH2:14]1. (3) The reactants are [Br:1][C:2]1[CH:7]=[CH:6][C:5]([OH:8])=[C:4]([F:9])[C:3]=1[F:10].C(=O)([O-])[O-].[K+].[K+].[CH3:17][C:18]([CH3:20])=[O:19]. No catalyst specified. The product is [Br:1][C:2]1[CH:7]=[CH:6][C:5]([O:8][CH2:17][CH:18]2[CH2:20][O:19]2)=[C:4]([F:9])[C:3]=1[F:10]. The yield is 0.710. (4) The reactants are [CH3:1][N:2]1[CH2:6][CH2:5][C:4]2([CH2:11][CH2:10][N:9]([C:12]([O:14][C:15]([CH3:18])([CH3:17])[CH3:16])=[O:13])[CH2:8][CH2:7]2)[C:3]1=O.B. The catalyst is O1CCCC1. The product is [CH3:1][N:2]1[CH2:6][CH2:5][C:4]2([CH2:11][CH2:10][N:9]([C:12]([O:14][C:15]([CH3:18])([CH3:17])[CH3:16])=[O:13])[CH2:8][CH2:7]2)[CH2:3]1. The yield is 1.00. (5) The product is [CH2:1]([C:5]1[N:10]=[C:9]([CH2:11][CH2:12][OH:13])[N:8]([C:15]2[CH:16]=[CH:17][C:18]3[O:22][CH2:21][CH2:20][C:19]=3[CH:23]=2)[C:7](=[O:24])[C:6]=1[CH2:25][C:26]1[CH:31]=[CH:30][C:29]([C:32]2[CH:37]=[CH:36][CH:35]=[CH:34][C:33]=2[C:38]2[NH:42][C:41](=[O:43])[O:40][N:39]=2)=[CH:28][CH:27]=1)[CH2:2][CH2:3][CH3:4]. The catalyst is O. The reactants are [CH2:1]([C:5]1[N:10]=[C:9]([CH2:11][CH2:12][O:13]C)[N:8]([C:15]2[CH:16]=[CH:17][C:18]3[O:22][CH2:21][CH2:20][C:19]=3[CH:23]=2)[C:7](=[O:24])[C:6]=1[CH2:25][C:26]1[CH:31]=[CH:30][C:29]([C:32]2[CH:37]=[CH:36][CH:35]=[CH:34][C:33]=2[C:38]2[NH:42][C:41](=[O:43])[O:40][N:39]=2)=[CH:28][CH:27]=1)[CH2:2][CH2:3][CH3:4].CC(=O)CC.Cl. The yield is 0.590. (6) The reactants are [C:1]1([C:7]2[N:8]([CH2:18][O:19][CH2:20][CH2:21][Si:22]([CH3:25])([CH3:24])[CH3:23])[CH:9]=[C:10]([C:12]3[CH:17]=[CH:16][N:15]=[CH:14][CH:13]=3)[N:11]=2)[CH:6]=[CH:5][CH:4]=[CH:3][CH:2]=1.[Br:26]Br.C(=O)([O-])[O-].[Na+].[Na+]. The catalyst is ClCCl. The product is [Br:26][C:9]1[N:8]([CH2:18][O:19][CH2:20][CH2:21][Si:22]([CH3:25])([CH3:24])[CH3:23])[C:7]([C:1]2[CH:2]=[CH:3][CH:4]=[CH:5][CH:6]=2)=[N:11][C:10]=1[C:12]1[CH:17]=[CH:16][N:15]=[CH:14][CH:13]=1. The yield is 0.990. (7) The reactants are [Cl:1][C:2]1[CH:7]=[C:6]2[NH:8][C:9](=[O:32])[C:10]3([CH:15]([C:16]4[CH:21]=[CH:20][CH:19]=[C:18]([Cl:22])[CH:17]=4)[CH2:14][C:13](=O)[NH:12][CH:11]3[C:24]3[CH:29]=[CH:28][CH:27]=[C:26]([CH3:30])[C:25]=3[CH3:31])[C:5]2=[CH:4][CH:3]=1.[BH4-].[Na+]. The catalyst is CO. The product is [Cl:1][C:2]1[CH:7]=[C:6]2[NH:8][C:9](=[O:32])[C:10]3([CH:15]([C:16]4[CH:21]=[CH:20][CH:19]=[C:18]([Cl:22])[CH:17]=4)[CH2:14][CH2:13][NH:12][CH:11]3[C:24]3[CH:29]=[CH:28][CH:27]=[C:26]([CH3:30])[C:25]=3[CH3:31])[C:5]2=[CH:4][CH:3]=1. The yield is 0.120. (8) The reactants are [CH2:1]([O:8][C:9]1[CH:10]=[CH:11][C:12]([OH:18])=[C:13]([C:15](=O)[CH3:16])[CH:14]=1)[C:2]1[CH:7]=[CH:6][CH:5]=[CH:4][CH:3]=1.[C:19](=O)([O-])[O-].[K+].[K+].BrC[C:27](=[O:30])[CH2:28][CH3:29]. The catalyst is CN(C)C=O. The product is [CH2:1]([O:8][C:9]1[CH:10]=[CH:11][C:12]2[O:18][C:16]([C:27](=[O:30])[CH2:28][CH3:29])=[C:15]([CH3:19])[C:13]=2[CH:14]=1)[C:2]1[CH:7]=[CH:6][CH:5]=[CH:4][CH:3]=1. The yield is 0.660. (9) The reactants are [F:1][C:2]1[CH:7]=[CH:6][C:5]([N:8]2[CH2:13][CH2:12][N:11]([CH2:14][CH2:15][CH2:16][N:17]3[C:21]4[C:22](=O)[CH2:23][N:24]([CH3:28])[S:25](=[O:27])(=[O:26])[C:20]=4[CH:19]=[CH:18]3)[CH2:10][CH2:9]2)=[CH:4][CH:3]=1.Cl.[NH2:31][OH:32]. The catalyst is N1C=CC=CC=1. The product is [F:1][C:2]1[CH:7]=[CH:6][C:5]([N:8]2[CH2:13][CH2:12][N:11]([CH2:14][CH2:15][CH2:16][N:17]3[C:21]4[C:22](=[N:31][OH:32])[CH2:23][N:24]([CH3:28])[S:25](=[O:27])(=[O:26])[C:20]=4[CH:19]=[CH:18]3)[CH2:10][CH2:9]2)=[CH:4][CH:3]=1. The yield is 0.830.